From a dataset of Blood-brain barrier permeability regression values from the B3DB database. Regression/Classification. Given a drug SMILES string, predict its absorption, distribution, metabolism, or excretion properties. Task type varies by dataset: regression for continuous measurements (e.g., permeability, clearance, half-life) or binary classification for categorical outcomes (e.g., BBB penetration, CYP inhibition). For this dataset (b3db_regression), we predict Y. (1) The drug is CN1CC[C@]23[C@@H]4[C@H]1CC5=C2C(=C(C=C5)O)O[C@H]3[C@H](C=C4)OC6[C@@H]([C@H]([C@@H]([C@H](O6)C(=O)O)O)O)O. The Y is -2.09 log(BB ratio). (2) The compound is CC(=O)NC1=CC=C(C=C1)O. The Y is -0.300 log(BB ratio). (3) The drug is CN1CN(C2(C1=O)CCN(CC2)CCCC(=O)C3=CC=C(C=C3)F)C4=CC=CC=C4. The Y is 0.460 log(BB ratio).